This data is from Full USPTO retrosynthesis dataset with 1.9M reactions from patents (1976-2016). The task is: Predict the reactants needed to synthesize the given product. (1) Given the product [F:18][C:19]1[N:24]=[CH:23][C:22]([CH2:25][C:5]([CH2:4][CH2:3][C:2]([F:10])([F:11])[F:1])([C:8]#[N:9])[C:6]#[N:7])=[CH:21][CH:20]=1, predict the reactants needed to synthesize it. The reactants are: [F:1][C:2]([F:11])([F:10])[CH2:3][CH2:4][CH:5]([C:8]#[N:9])[C:6]#[N:7].C(=O)([O-])[O-].[K+].[K+].[F:18][C:19]1[N:24]=[CH:23][C:22]([CH2:25]Br)=[CH:21][CH:20]=1. (2) Given the product [Cl:18][CH2:2]/[CH:3]=[CH:4]\[CH2:5][O:6][C:7](=[O:9])[CH3:8], predict the reactants needed to synthesize it. The reactants are: O[CH2:2]/[CH:3]=[CH:4]\[CH2:5][O:6][C:7](=[O:9])[CH3:8].N1C=CC=CC=1.O=S(Cl)[Cl:18]. (3) Given the product [N:11]1([C:2]2[CH:3]=[C:4]([C@@H:8]([NH2:10])[CH3:9])[CH:5]=[CH:6][CH:7]=2)[CH:15]=[N:14][CH:13]=[N:12]1, predict the reactants needed to synthesize it. The reactants are: Br[C:2]1[CH:3]=[C:4]([C@@H:8]([NH2:10])[CH3:9])[CH:5]=[CH:6][CH:7]=1.[NH:11]1[CH:15]=[N:14][CH:13]=[N:12]1.C(=O)([O-])[O-].[K+].[K+].